The task is: Predict the product of the given reaction.. This data is from Forward reaction prediction with 1.9M reactions from USPTO patents (1976-2016). (1) The product is: [Br:13][C@@H:2]([C:7]1[CH:12]=[CH:11][CH:10]=[CH:9][CH:8]=1)[C:3]([O:5][CH3:6])=[O:4]. Given the reactants N[C@H:2]([C:7]1[CH:12]=[CH:11][CH:10]=[CH:9][CH:8]=1)[C:3]([O:5][CH3:6])=[O:4].[BrH:13].N([O-])=O.[Na+], predict the reaction product. (2) Given the reactants [C:1](Cl)(Cl)=[O:2].[NH2:5][C:6]1[CH:15]=[CH:14][CH:13]=[C:12]2[C:7]=1[CH:8]=[CH:9][N:10]=[CH:11]2, predict the reaction product. The product is: [N:5]([C:6]1[CH:15]=[CH:14][CH:13]=[C:12]2[C:7]=1[CH:8]=[CH:9][N:10]=[CH:11]2)=[C:1]=[O:2]. (3) The product is: [CH2:13]([O:12][C:10]1[N:11]=[C:6]2[CH:5]=[CH:4][N:3]=[C:2]([Cl:1])[C:7]2=[N:8][CH:9]=1)[C:14]#[C:20][CH3:25]. Given the reactants [Cl:1][C:2]1[C:7]2=[N:8][CH:9]=[C:10]([O:12][CH2:13][C:14]3OC=CN=3)[N:11]=[C:6]2[CH:5]=[CH:4][N:3]=1.Cl[C:20]1N=C2C=CN=C(Cl)C2=N[CH:25]=1.CC(O)C#CC, predict the reaction product. (4) Given the reactants C(O)(=O)C(O)=O.[Cl:7][C:8]1[CH:9]=[C:10]([CH:15]2[CH2:19][CH2:18][NH:17][CH2:16]2)[CH:11]=[C:12]([Cl:14])[CH:13]=1, predict the reaction product. The product is: [Cl:7][C:8]1[CH:9]=[C:10]([C@H:15]2[CH2:19][CH2:18][NH:17][CH2:16]2)[CH:11]=[C:12]([Cl:14])[CH:13]=1. (5) Given the reactants [NH2:1][C:2]1[C:10]([Cl:11])=[CH:9][C:5]([C:6]([OH:8])=O)=[C:4]([O:12][CH3:13])[CH:3]=1.CN1CCOCC1.ClC(OCC(C)C)=O.C(O)(=O)CC(CC(O)=O)(C(O)=O)O.[N:42]1([CH2:47][CH2:48][CH2:49][N:50]2[CH2:55][CH2:54][CH:53]([CH2:56][NH2:57])[CH2:52][CH2:51]2)[CH:46]=[CH:45][N:44]=[N:43]1, predict the reaction product. The product is: [N:42]1([CH2:47][CH2:48][CH2:49][N:50]2[CH2:51][CH2:52][CH:53]([CH2:56][NH:57][C:6](=[O:8])[C:5]3[CH:9]=[C:10]([Cl:11])[C:2]([NH2:1])=[CH:3][C:4]=3[O:12][CH3:13])[CH2:54][CH2:55]2)[CH:46]=[CH:45][N:44]=[N:43]1. (6) Given the reactants [CH3:1][N:2]1[C:10]2[C:5](=[C:6]([CH:11]([NH2:13])[CH3:12])[CH:7]=[CH:8][CH:9]=2)[CH:4]=[CH:3]1.C([BH3-])#N.[Na+], predict the reaction product. The product is: [CH3:1][N:2]1[C:10]2[C:5](=[C:6]([CH:11]([NH2:13])[CH3:12])[CH:7]=[CH:8][CH:9]=2)[CH2:4][CH2:3]1.